Dataset: Forward reaction prediction with 1.9M reactions from USPTO patents (1976-2016). Task: Predict the product of the given reaction. The product is: [C:1]([O:5][C:6]([N:8]1[CH2:12][C@H:11]([S:13][C:14]([C:27]2[CH:32]=[CH:31][CH:30]=[CH:29][CH:28]=2)([C:21]2[CH:26]=[CH:25][CH:24]=[CH:23][CH:22]=2)[C:15]2[CH:20]=[CH:19][CH:18]=[CH:17][CH:16]=2)[CH2:10][C@H:9]1[CH2:33][NH:34][CH2:74][C:73]1[CH:76]=[C:77]([F:80])[CH:78]=[CH:79][C:72]=1[F:71])=[O:7])([CH3:4])([CH3:3])[CH3:2]. Given the reactants [C:1]([O:5][C:6]([N:8]1[CH2:12][C@H:11]([S:13][C:14]([C:27]2[CH:32]=[CH:31][CH:30]=[CH:29][CH:28]=2)([C:21]2[CH:26]=[CH:25][CH:24]=[CH:23][CH:22]=2)[C:15]2[CH:20]=[CH:19][CH:18]=[CH:17][CH:16]=2)[CH2:10][C@H:9]1[CH2:33][N:34]=[N+]=[N-])=[O:7])([CH3:4])([CH3:3])[CH3:2].C(OC(N1C[C@H](SC(C2C=CC=CC=2)(C2C=CC=CC=2)C2C=CC=CC=2)C[C@H]1CN)=O)(C)(C)C.[F:71][C:72]1[CH:79]=[CH:78][C:77]([F:80])=[CH:76][C:73]=1[CH:74]=O, predict the reaction product.